From a dataset of Peptide-MHC class I binding affinity with 185,985 pairs from IEDB/IMGT. Regression. Given a peptide amino acid sequence and an MHC pseudo amino acid sequence, predict their binding affinity value. This is MHC class I binding data. (1) The MHC is HLA-A24:03 with pseudo-sequence HLA-A24:03. The peptide sequence is VHDREGNEV. The binding affinity (normalized) is 0.0847. (2) The peptide sequence is FSFGGFTFK. The MHC is HLA-A31:01 with pseudo-sequence HLA-A31:01. The binding affinity (normalized) is 1.00. (3) The peptide sequence is SQTSYQYLI. The MHC is HLA-B15:01 with pseudo-sequence HLA-B15:01. The binding affinity (normalized) is 0.444. (4) The peptide sequence is GMLWMADVPL. The MHC is HLA-A02:17 with pseudo-sequence HLA-A02:17. The binding affinity (normalized) is 0.614.